Dataset: NCI-60 drug combinations with 297,098 pairs across 59 cell lines. Task: Regression. Given two drug SMILES strings and cell line genomic features, predict the synergy score measuring deviation from expected non-interaction effect. (1) Drug 1: CC1=C(C=C(C=C1)C(=O)NC2=CC(=CC(=C2)C(F)(F)F)N3C=C(N=C3)C)NC4=NC=CC(=N4)C5=CN=CC=C5. Drug 2: CN(CCCl)CCCl.Cl. Cell line: SF-295. Synergy scores: CSS=38.5, Synergy_ZIP=-6.09, Synergy_Bliss=-2.38, Synergy_Loewe=-0.0412, Synergy_HSA=0.123. (2) Drug 1: CS(=O)(=O)C1=CC(=C(C=C1)C(=O)NC2=CC(=C(C=C2)Cl)C3=CC=CC=N3)Cl. Drug 2: CS(=O)(=O)CCNCC1=CC=C(O1)C2=CC3=C(C=C2)N=CN=C3NC4=CC(=C(C=C4)OCC5=CC(=CC=C5)F)Cl. Cell line: MDA-MB-435. Synergy scores: CSS=-10.1, Synergy_ZIP=7.16, Synergy_Bliss=1.13, Synergy_Loewe=-4.99, Synergy_HSA=-7.07. (3) Drug 1: C1C(C(OC1N2C=C(C(=O)NC2=O)F)CO)O. Drug 2: CC(C)(C#N)C1=CC(=CC(=C1)CN2C=NC=N2)C(C)(C)C#N. Cell line: HS 578T. Synergy scores: CSS=20.7, Synergy_ZIP=-6.39, Synergy_Bliss=-0.897, Synergy_Loewe=-7.45, Synergy_HSA=0.663. (4) Drug 1: C1=NNC2=C1C(=O)NC=N2. Drug 2: CC1=C(C(=O)C2=C(C1=O)N3CC4C(C3(C2COC(=O)N)OC)N4)N. Cell line: U251. Synergy scores: CSS=43.2, Synergy_ZIP=7.06, Synergy_Bliss=7.10, Synergy_Loewe=-27.4, Synergy_HSA=3.81. (5) Drug 1: CC1=C(C=C(C=C1)NC2=NC=CC(=N2)N(C)C3=CC4=NN(C(=C4C=C3)C)C)S(=O)(=O)N.Cl. Drug 2: CC1=C(C(=O)C2=C(C1=O)N3CC4C(C3(C2COC(=O)N)OC)N4)N. Cell line: SK-MEL-2. Synergy scores: CSS=-2.13, Synergy_ZIP=-13.2, Synergy_Bliss=-26.8, Synergy_Loewe=-79.1, Synergy_HSA=-29.4.